This data is from NCI-60 drug combinations with 297,098 pairs across 59 cell lines. The task is: Regression. Given two drug SMILES strings and cell line genomic features, predict the synergy score measuring deviation from expected non-interaction effect. (1) Cell line: UACC62. Drug 1: COC1=CC(=CC(=C1O)OC)C2C3C(COC3=O)C(C4=CC5=C(C=C24)OCO5)OC6C(C(C7C(O6)COC(O7)C8=CC=CS8)O)O. Synergy scores: CSS=22.7, Synergy_ZIP=-4.69, Synergy_Bliss=-2.08, Synergy_Loewe=-7.61, Synergy_HSA=1.10. Drug 2: CN(CC1=CN=C2C(=N1)C(=NC(=N2)N)N)C3=CC=C(C=C3)C(=O)NC(CCC(=O)O)C(=O)O. (2) Drug 1: COC1=C(C=C2C(=C1)N=CN=C2NC3=CC(=C(C=C3)F)Cl)OCCCN4CCOCC4. Drug 2: CC1=C(N=C(N=C1N)C(CC(=O)N)NCC(C(=O)N)N)C(=O)NC(C(C2=CN=CN2)OC3C(C(C(C(O3)CO)O)O)OC4C(C(C(C(O4)CO)O)OC(=O)N)O)C(=O)NC(C)C(C(C)C(=O)NC(C(C)O)C(=O)NCCC5=NC(=CS5)C6=NC(=CS6)C(=O)NCCC[S+](C)C)O. Cell line: SF-539. Synergy scores: CSS=14.4, Synergy_ZIP=-1.89, Synergy_Bliss=4.13, Synergy_Loewe=5.10, Synergy_HSA=5.83. (3) Drug 1: CC12CCC(CC1=CCC3C2CCC4(C3CC=C4C5=CN=CC=C5)C)O. Drug 2: CC1C(C(CC(O1)OC2CC(CC3=C2C(=C4C(=C3O)C(=O)C5=C(C4=O)C(=CC=C5)OC)O)(C(=O)CO)O)N)O.Cl. Cell line: HL-60(TB). Synergy scores: CSS=51.2, Synergy_ZIP=5.34, Synergy_Bliss=8.31, Synergy_Loewe=-23.2, Synergy_HSA=5.12. (4) Drug 1: C1CCN(CC1)CCOC2=CC=C(C=C2)C(=O)C3=C(SC4=C3C=CC(=C4)O)C5=CC=C(C=C5)O. Drug 2: C#CCC(CC1=CN=C2C(=N1)C(=NC(=N2)N)N)C3=CC=C(C=C3)C(=O)NC(CCC(=O)O)C(=O)O. Cell line: SW-620. Synergy scores: CSS=-5.23, Synergy_ZIP=-0.364, Synergy_Bliss=-5.47, Synergy_Loewe=-7.06, Synergy_HSA=-7.02.